This data is from Retrosynthesis with 50K atom-mapped reactions and 10 reaction types from USPTO. The task is: Predict the reactants needed to synthesize the given product. (1) Given the product Cc1ccc(S(=O)(=O)O[C@@H]2CN(C(=O)OC(C)(C)C)[C@H]3[C@@H]2OC[C@@H]3O)cc1, predict the reactants needed to synthesize it. The reactants are: CC(C)(C)OC(=O)OC(=O)OC(C)(C)C.Cc1ccc(S(=O)(=O)O[C@@H]2CN[C@H]3[C@@H]2OC[C@@H]3O)cc1. (2) Given the product CC1(C)C=Cc2cccc(CN3CCC4(CC3)CCN(C(=O)Cc3ccncc3)C4)c2O1, predict the reactants needed to synthesize it. The reactants are: CC1(C)C=Cc2cccc(CN3CCC4(CCNC4)CC3)c2O1.O=C(O)Cc1ccncc1. (3) Given the product c1ccc(Oc2ccc(C3CCNCC3)cc2)cc1, predict the reactants needed to synthesize it. The reactants are: C1=C(c2ccc(Oc3ccccc3)cc2)CCNC1. (4) Given the product COc1ccccc1N(CC(=O)OC(C)(C)C)C(=O)CNC(=O)Nc1cccc(C)c1, predict the reactants needed to synthesize it. The reactants are: COc1ccccc1N(CC(=O)OC(C)(C)C)C(=O)CN.Cc1cccc(N=C=O)c1. (5) Given the product CCC(C)(O)C#Cc1ccccc1, predict the reactants needed to synthesize it. The reactants are: C#Cc1ccccc1.CCC(C)=O. (6) Given the product NC1CCN(c2ccnc3ccccc23)C1, predict the reactants needed to synthesize it. The reactants are: CC(C)(C)OC(=O)NC1CCN(c2ccnc3ccccc23)C1. (7) The reactants are: COCCOc1ccc2c(c1)[nH]c1c(C(N)=O)ncc(-c3cccc(N)c3C)c12.Clc1ncnc2ccccc12. Given the product COCCOc1ccc2c(c1)[nH]c1c(C(N)=O)ncc(-c3cccc(Nc4ncnc5ccccc45)c3C)c12, predict the reactants needed to synthesize it. (8) Given the product COC(=O)C(NC(=O)c1ccc(Nc2nc(NCc3ccc(OCCCCCCNC(=O)OC(C)(C)C)cc3)nc(OCC(F)(F)F)n2)cc1)C1CCCN(C(=O)OC(C)(C)C)C1, predict the reactants needed to synthesize it. The reactants are: CC(C)(C)OC(=O)NCCCCCCOc1ccc(CNc2nc(Nc3ccc(C(=O)O)cc3)nc(OCC(F)(F)F)n2)cc1.COC(=O)C(N)C1CCCN(C(=O)OC(C)(C)C)C1. (9) Given the product CCOC(=O)C=C(C)C(OC)OC, predict the reactants needed to synthesize it. The reactants are: CCOC(=O)CP(=O)(OCC)OCC.COC(OC)C(C)=O. (10) Given the product COc1cc(NS(=O)(=O)CCCCl)cc(OC)c1, predict the reactants needed to synthesize it. The reactants are: COc1cc(N)cc(OC)c1.O=S(=O)(Cl)CCCCl.